This data is from Forward reaction prediction with 1.9M reactions from USPTO patents (1976-2016). The task is: Predict the product of the given reaction. (1) Given the reactants [Br:1][C:2]1[CH:3]=[C:4]([CH:7]=[CH:8][C:9]=1[F:10])[CH:5]=O.CO[CH:13](OC)[CH2:14][NH2:15].S(=O)(=O)(O)O.O=P12OP3(OP(OP(O3)(O1)=O)(=O)O2)=O.[OH-].[Na+], predict the reaction product. The product is: [Br:1][C:2]1[CH:3]=[C:4]2[C:7]([CH:13]=[CH:14][N:15]=[CH:5]2)=[CH:8][C:9]=1[F:10]. (2) Given the reactants Cl[C:2]1[NH:7][C:6](=[O:8])[N:5]([CH2:9][CH:10]2[CH2:15][CH2:14][NH:13][CH2:12][CH2:11]2)[C:4](=[O:16])[CH:3]=1.[NH2:17][C:18]1[CH:19]=[C:20]2[C:24](=[CH:25][CH:26]=1)[CH2:23][CH2:22][CH2:21]2.ClCCl.CO, predict the reaction product. The product is: [CH2:23]1[C:24]2[C:20](=[CH:19][C:18]([NH:17][C:2]3[NH:7][C:6](=[O:8])[N:5]([CH2:9][CH:10]4[CH2:15][CH2:14][NH:13][CH2:12][CH2:11]4)[C:4](=[O:16])[CH:3]=3)=[CH:26][CH:25]=2)[CH2:21][CH2:22]1. (3) Given the reactants Cl.[C:2]([C:4]([CH3:24])([CH3:23])[CH:5]([C:12]1[CH:17]=[CH:16][CH:15]=[C:14]([CH2:18][O:19]COC)[CH:13]=1)[CH2:6][C:7]([O:9][CH2:10][CH3:11])=[O:8])#[N:3], predict the reaction product. The product is: [C:2]([C:4]([CH3:23])([CH3:24])[CH:5]([C:12]1[CH:17]=[CH:16][CH:15]=[C:14]([CH2:18][OH:19])[CH:13]=1)[CH2:6][C:7]([O:9][CH2:10][CH3:11])=[O:8])#[N:3].